From a dataset of Catalyst prediction with 721,799 reactions and 888 catalyst types from USPTO. Predict which catalyst facilitates the given reaction. Reactant: C(OC(=O)[NH:10][C@H:11]([CH2:27][NH:28][C:29]([O:31][C:32]([CH3:35])([CH3:34])[CH3:33])=[O:30])[CH2:12][N:13]1[CH2:18][CH2:17][CH:16]([O:19][C:20]2[CH:25]=[CH:24][C:23]([F:26])=[CH:22][CH:21]=2)[CH2:15][CH2:14]1)C1C=CC=CC=1.C([O-])=O.[NH4+]. Product: [C:32]([O:31][C:29](=[O:30])[NH:28][CH2:27][C@@H:11]([NH2:10])[CH2:12][N:13]1[CH2:14][CH2:15][CH:16]([O:19][C:20]2[CH:25]=[CH:24][C:23]([F:26])=[CH:22][CH:21]=2)[CH2:17][CH2:18]1)([CH3:35])([CH3:33])[CH3:34]. The catalyst class is: 19.